Dataset: HIV replication inhibition screening data with 41,000+ compounds from the AIDS Antiviral Screen. Task: Binary Classification. Given a drug SMILES string, predict its activity (active/inactive) in a high-throughput screening assay against a specified biological target. (1) The drug is O=C(O)C1CCCCN1c1ccccc1[N+](=O)[O-]. The result is 0 (inactive). (2) The result is 0 (inactive). The drug is CCN(CC)CC.O=C(O)C(F)(OC(F)(F)C(F)(OC(F)(F)C(F)(F)C(F)(F)F)C(F)(F)F)C(F)(F)F. (3) The drug is CON(C)C(C#N)=C(C#N)C#N. The result is 0 (inactive). (4) The compound is Nc1ccccc1C=C1Sc2cc[nH]c2C1=O. The result is 0 (inactive). (5) The compound is COc1cc(C(=O)O)c2c(c1C)OC(=O)c1c(C)cc(O)c(C=O)c1O2. The result is 0 (inactive). (6) The drug is Nc1ccc2ncc(Nc3ccc(F)cc3)nc2c1. The result is 0 (inactive).